Dataset: Catalyst prediction with 721,799 reactions and 888 catalyst types from USPTO. Task: Predict which catalyst facilitates the given reaction. (1) Reactant: C[O:2][C:3](=[O:37])[CH2:4][O:5][C:6]1[CH:11]=[CH:10][CH:9]=[C:8]([CH:12]2[N:16]([C:17](=[O:27])[C:18]3[C:23]([F:24])=[CH:22][C:21]([F:25])=[CH:20][C:19]=3[F:26])[N:15]=[C:14]([C:28]3[CH:33]=[CH:32][C:31]([F:34])=[CH:30][CH:29]=3)[S:13]2)[C:7]=1[O:35][CH3:36].C1COCC1.CO.[Li+].[OH-]. The catalyst class is: 84. Product: [F:34][C:31]1[CH:32]=[CH:33][C:28]([C:14]2[S:13][CH:12]([C:8]3[C:7]([O:35][CH3:36])=[C:6]([CH:11]=[CH:10][CH:9]=3)[O:5][CH2:4][C:3]([OH:37])=[O:2])[N:16]([C:17](=[O:27])[C:18]3[C:19]([F:26])=[CH:20][C:21]([F:25])=[CH:22][C:23]=3[F:24])[N:15]=2)=[CH:29][CH:30]=1. (2) Reactant: [CH3:1][C:2]1[CH:7]=[CH:6][C:5]([CH:8]([NH2:10])[CH3:9])=[CH:4][CH:3]=1.[CH:11](=O)[C:12]1[CH:17]=[CH:16][CH:15]=[CH:14][CH:13]=1.[H][H]. Product: [CH2:11]([NH:10][CH:8]([C:5]1[CH:6]=[CH:7][C:2]([CH3:1])=[CH:3][CH:4]=1)[CH3:9])[C:12]1[CH:17]=[CH:16][CH:15]=[CH:14][CH:13]=1. The catalyst class is: 43. (3) Reactant: C(OC(=O)C)(=O)C.[CH3:8][C:9]1[NH:13][CH:12]=[N:11][C:10]=1[N+:14]([O-:16])=[O:15].[N+]([O-])(O)=O.[F:21][C:22]1[CH:28]=[CH:27][C:25](N)=[CH:24][CH:23]=1. Product: [CH3:8][C:9]1[N:13]([C:25]2[CH:27]=[CH:28][C:22]([F:21])=[CH:23][CH:24]=2)[CH:12]=[N:11][C:10]=1[N+:14]([O-:16])=[O:15]. The catalyst class is: 72. (4) Reactant: [CH2:1]([O:3][C:4](=[O:17])[C:5]([O:8][C:9]1[CH:14]=[CH:13][C:12]([OH:15])=[CH:11][C:10]=1[CH3:16])([CH3:7])[CH3:6])[CH3:2].[CH3:18][C:19]1[C:24]([CH2:25]O)=[C:23]([C:27]([F:30])([F:29])[F:28])[CH:22]=[C:21]([C:31]2[CH:36]=[CH:35][C:34]([O:37][C:38]([F:41])([F:40])[F:39])=[CH:33][CH:32]=2)[N:20]=1.C(P(CCCC)CCCC)CCC.CN(C)C(N=NC(N(C)C)=O)=O. Product: [CH2:1]([O:3][C:4](=[O:17])[C:5]([CH3:6])([O:8][C:9]1[CH:14]=[CH:13][C:12]([O:15][CH2:25][C:24]2[C:19]([CH3:18])=[N:20][C:21]([C:31]3[CH:32]=[CH:33][C:34]([O:37][C:38]([F:40])([F:39])[F:41])=[CH:35][CH:36]=3)=[CH:22][C:23]=2[C:27]([F:28])([F:30])[F:29])=[CH:11][C:10]=1[CH3:16])[CH3:7])[CH3:2]. The catalyst class is: 7. (5) Reactant: C([Li])(C)(C)C.[C:6]([O:10][C:11](=[O:22])[NH:12][CH:13]([C:15]1[CH:16]=[N:17][C:18]([Cl:21])=[CH:19][CH:20]=1)[CH3:14])([CH3:9])([CH3:8])[CH3:7].[I:23]I. Product: [C:6]([O:10][C:11](=[O:22])[NH:12][CH:13]([C:15]1[CH:16]=[N:17][C:18]([Cl:21])=[CH:19][C:20]=1[I:23])[CH3:14])([CH3:7])([CH3:8])[CH3:9]. The catalyst class is: 1. (6) Reactant: [C:1](Cl)(=O)C(Cl)=O.[Cl:7][C:8]1[CH:9]=[C:10]([C:15]([C@H:17]2[CH2:19][C@@H:18]2[C:20]([OH:22])=[O:21])=[O:16])[CH:11]=[CH:12][C:13]=1[Cl:14].CN(C=O)C.C(O)[CH2:29][CH2:30][CH3:31]. Product: [Cl:7][C:8]1[CH:9]=[C:10]([C:15]([C@H:17]2[CH2:19][C@@H:18]2[C:20]([O:22][CH2:1][CH:30]([CH3:29])[CH3:31])=[O:21])=[O:16])[CH:11]=[CH:12][C:13]=1[Cl:14]. The catalyst class is: 2.